Dataset: Reaction yield outcomes from USPTO patents with 853,638 reactions. Task: Predict the reaction yield, written as a fraction of the theoretical maximum amount of product (1.0 means a 100% yield; for example, 0.34 means a 34% yield). The reactants are NC1C=C(F)C=CC=1[C:4](O)=[O:5].[NH2:12][C:13]1[CH:18]=[C:17]([F:19])[CH:16]=[CH:15][C:14]=1[C:20]([C:22]1[CH:27]=[CH:26][CH:25]=[CH:24][C:23]=1[O:28][CH3:29])=[O:21].[NH2:30][C:31]1[S:32][CH:33]=[CH:34][N:35]=1. No catalyst specified. The product is [NH2:12][C:13]1[CH:18]=[C:17]([F:19])[CH:16]=[CH:15][C:14]=1[C:20]([C:22]1[CH:27]=[CH:26][CH:25]=[CH:24][C:23]=1[O:28][CH3:29])=[O:21].[F:19][C:17]1[CH:16]=[CH:15][C:14]([C:20](=[O:21])[C:22]2[CH:27]=[CH:26][CH:25]=[CH:24][C:23]=2[O:28][CH3:29])=[C:13]([NH:12][C:4]([NH:30][C:31]2[S:32][CH:33]=[CH:34][N:35]=2)=[O:5])[CH:18]=1. The yield is 0.320.